This data is from Full USPTO retrosynthesis dataset with 1.9M reactions from patents (1976-2016). The task is: Predict the reactants needed to synthesize the given product. (1) The reactants are: [CH2:1]([O:8][C:9]1[CH:14]=[CH:13][C:12]([CH2:15][OH:16])=[CH:11][C:10]=1[S:17]([C:20]1[CH:25]=[CH:24][C:23]([F:26])=[CH:22][CH:21]=1)(=[O:19])=[O:18])[C:2]1[CH:7]=[CH:6][CH:5]=[CH:4][CH:3]=1. Given the product [CH2:1]([O:8][C:9]1[CH:14]=[CH:13][C:12]([CH:15]=[O:16])=[CH:11][C:10]=1[S:17]([C:20]1[CH:21]=[CH:22][C:23]([F:26])=[CH:24][CH:25]=1)(=[O:19])=[O:18])[C:2]1[CH:3]=[CH:4][CH:5]=[CH:6][CH:7]=1, predict the reactants needed to synthesize it. (2) Given the product [Br:1][C:2]1[CH:6]=[N:5][N:4]([CH3:7])[C:3]=1[C:8]1[CH:9]=[C:10]([NH:16][C:26]([NH:25][C:21]2[CH:22]=[CH:23][CH:24]=[C:19]([O:18][CH3:17])[CH:20]=2)=[O:27])[CH:11]=[CH:12][C:13]=1[O:14][CH3:15], predict the reactants needed to synthesize it. The reactants are: [Br:1][C:2]1[CH:6]=[N:5][N:4]([CH3:7])[C:3]=1[C:8]1[CH:9]=[C:10]([NH2:16])[CH:11]=[CH:12][C:13]=1[O:14][CH3:15].[CH3:17][O:18][C:19]1[CH:20]=[C:21]([N:25]=[C:26]=[O:27])[CH:22]=[CH:23][CH:24]=1. (3) Given the product [C:23]1([S:29]([N:20]2[C:17]3=[N:18][CH:19]=[C:14]([C:10]4[CH:11]=[CH:12][CH:13]=[C:8]([F:7])[CH:9]=4)[CH:15]=[C:16]3[CH:22]=[CH:21]2)(=[O:31])=[O:30])[CH:28]=[CH:27][CH:26]=[CH:25][CH:24]=1, predict the reactants needed to synthesize it. The reactants are: CCCCCC.[F:7][C:8]1[CH:9]=[C:10]([C:14]2[CH:15]=[C:16]3[CH:22]=[CH:21][NH:20][C:17]3=[N:18][CH:19]=2)[CH:11]=[CH:12][CH:13]=1.[C:23]1([S:29](Cl)(=[O:31])=[O:30])[CH:28]=[CH:27][CH:26]=[CH:25][CH:24]=1. (4) Given the product [CH3:31][N:30]([CH3:32])[CH:27]1[CH2:28][CH2:29][N:25]([C:22]2[CH:23]=[CH:24][C:19]([NH:18][C:5](=[O:7])[C:4]3[CH:8]=[CH:9][C:10]([N:11]4[CH2:16][CH2:15][CH:14]([CH3:17])[CH2:13][CH2:12]4)=[C:2]([F:1])[CH:3]=3)=[CH:20][CH:21]=2)[CH2:26]1, predict the reactants needed to synthesize it. The reactants are: [F:1][C:2]1[CH:3]=[C:4]([CH:8]=[CH:9][C:10]=1[N:11]1[CH2:16][CH2:15][CH:14]([CH3:17])[CH2:13][CH2:12]1)[C:5]([OH:7])=O.[NH2:18][C:19]1[CH:24]=[CH:23][C:22]([N:25]2[CH2:29][CH2:28][CH:27]([N:30]([CH3:32])[CH3:31])[CH2:26]2)=[CH:21][CH:20]=1. (5) Given the product [CH3:1][N:2]([CH2:12][CH2:13][O:14][C:35]1[CH:42]=[CH:41][C:38]([CH:39]=[O:40])=[CH:37][CH:36]=1)[C:3]1[O:4][C:5]2[CH:11]=[CH:10][CH:9]=[CH:8][C:6]=2[N:7]=1, predict the reactants needed to synthesize it. The reactants are: [CH3:1][N:2]([CH2:12][CH2:13][OH:14])[C:3]1[O:4][C:5]2[CH:11]=[CH:10][CH:9]=[CH:8][C:6]=2[N:7]=1.C1(P(C2C=CC=CC=2)C2C=CC=CC=2)C=CC=CC=1.O[C:35]1[CH:42]=[CH:41][C:38]([CH:39]=[O:40])=[CH:37][CH:36]=1.N(C(OCC)=O)=NC(OCC)=O. (6) Given the product [Cl:27][C:10]1[C:9]2[C:5]([CH2:4][C:3]([OH:28])=[O:2])=[CH:6][S:7][C:8]=2[CH:13]=[C:12]([O:14][CH2:15][C:16]2[C:17]([CH3:26])=[N:18][C:19]([C:22]([F:23])([F:24])[F:25])=[CH:20][CH:21]=2)[CH:11]=1, predict the reactants needed to synthesize it. The reactants are: C[O:2][C:3](=[O:28])[CH2:4][C:5]1[C:9]2[C:10]([Cl:27])=[CH:11][C:12]([O:14][CH2:15][C:16]3[C:17]([CH3:26])=[N:18][C:19]([C:22]([F:25])([F:24])[F:23])=[CH:20][CH:21]=3)=[CH:13][C:8]=2[S:7][CH:6]=1.[OH-].[Na+].Cl. (7) Given the product [Cl:18][C:6]1[C:5]2[C:9](=[CH:10][CH:11]=[C:3]([O:2][CH3:1])[CH:4]=2)[NH:8][C:7]=1[C:12]([NH2:14])=[O:13], predict the reactants needed to synthesize it. The reactants are: [CH3:1][O:2][C:3]1[CH:4]=[C:5]2[C:9](=[CH:10][CH:11]=1)[NH:8][C:7]([C:12]([NH2:14])=[O:13])=[CH:6]2.C(#N)C.[Cl:18]N1C(=O)CCC1=O.